This data is from Catalyst prediction with 721,799 reactions and 888 catalyst types from USPTO. The task is: Predict which catalyst facilitates the given reaction. (1) Reactant: [CH3:1][C:2]1[N:7]=[C:6]([NH:8][C:9]2[C:14]([CH3:15])=[CH:13][C:12]([CH3:16])=[CH:11][C:10]=2[CH3:17])[C:5]([S:18]([C:21]2[CH:28]=[CH:27][C:24]([C:25]#[N:26])=[CH:23][CH:22]=2)(=[O:20])=[O:19])=[CH:4][N:3]=1.[CH2:29](N)[CH2:30][NH2:31].C([O-])(O)=O.[Na+]. Product: [NH:26]1[CH2:29][CH2:30][N:31]=[C:25]1[C:24]1[CH:23]=[CH:22][C:21]([S:18]([C:5]2[C:6]([NH:8][C:9]3[C:10]([CH3:17])=[CH:11][C:12]([CH3:16])=[CH:13][C:14]=3[CH3:15])=[N:7][C:2]([CH3:1])=[N:3][CH:4]=2)(=[O:20])=[O:19])=[CH:28][CH:27]=1. The catalyst class is: 11. (2) Reactant: Cl[CH2:2][C:3]1[N:12]([C:13]2[CH:18]=[CH:17][CH:16]=[CH:15][CH:14]=2)[C:11](=[O:19])[C:10]2[C:5](=[CH:6][CH:7]=[C:8]([N+:20]([O-:22])=[O:21])[CH:9]=2)[N:4]=1.C(=O)([O-])[O-].[K+].[K+].[N:29]1([C:35]([O:37][C:38]([CH3:41])([CH3:40])[CH3:39])=[O:36])[CH2:34][CH2:33][NH:32][CH2:31][CH2:30]1.[I-].[K+]. Product: [N+:20]([C:8]1[CH:9]=[C:10]2[C:5](=[CH:6][CH:7]=1)[N:4]=[C:3]([CH2:2][N:32]1[CH2:31][CH2:30][N:29]([C:35]([O:37][C:38]([CH3:41])([CH3:40])[CH3:39])=[O:36])[CH2:34][CH2:33]1)[N:12]([C:13]1[CH:18]=[CH:17][CH:16]=[CH:15][CH:14]=1)[C:11]2=[O:19])([O-:22])=[O:21]. The catalyst class is: 2. (3) Reactant: [F:1][C:2]1[CH:3]=[C:4]([CH2:9][C:10]([O:12][CH2:13][CH3:14])=[O:11])[CH:5]=[CH:6][C:7]=1[OH:8].[Na+].[I-:16]. Product: [F:1][C:2]1[CH:3]=[C:4]([CH2:9][C:10]([O:12][CH2:13][CH3:14])=[O:11])[CH:5]=[C:6]([I:16])[C:7]=1[OH:8]. The catalyst class is: 3. (4) Reactant: C([O:3][C:4]([C:6]1[CH:11]=[CH:10][N:9]=[C:8]([S:12][CH:13]([CH3:15])[CH3:14])[N:7]=1)=O)C.[BH4-].[Na+].O. Product: [CH:13]([S:12][C:8]1[N:7]=[C:6]([CH2:4][OH:3])[CH:11]=[CH:10][N:9]=1)([CH3:15])[CH3:14]. The catalyst class is: 5. (5) Reactant: [Br:1][C:2]1[CH:7]=[CH:6][C:5]([F:8])=[CH:4][C:3]=1[F:9].C([N-]C(C)C)(C)C.[Li+].CN(C)[CH:20]=[O:21]. Product: [Br:1][C:2]1[C:3]([F:9])=[C:4]([C:5]([F:8])=[CH:6][CH:7]=1)[CH:20]=[O:21]. The catalyst class is: 1. (6) Reactant: [Cl:1][CH2:2][CH2:3][CH2:4][O:5][C:6]1[CH:11]=[CH:10][C:9]([C:12]2[S:13][C:14]3[CH:19]=[CH:18][N+:17]([CH3:20])=[CH:16][C:15]=3[N:21]=2)=[CH:8][CH:7]=1.[BH4-].[Na+]. Product: [Cl:1][CH2:2][CH2:3][CH2:4][O:5][C:6]1[CH:11]=[CH:10][C:9]([C:12]2[S:13][C:14]3[CH2:19][CH2:18][N:17]([CH3:20])[CH2:16][C:15]=3[N:21]=2)=[CH:8][CH:7]=1. The catalyst class is: 5.